Predict the reactants needed to synthesize the given product. From a dataset of Full USPTO retrosynthesis dataset with 1.9M reactions from patents (1976-2016). (1) Given the product [NH2:21][C:11]1[CH:12]=[C:13]([CH:19]=[CH:20][C:10]=1[NH:9][CH2:1][CH2:2][CH2:3][CH2:4][CH2:5][CH2:6][CH2:7][CH3:8])[C:14]([O:16][CH2:17][CH3:18])=[O:15], predict the reactants needed to synthesize it. The reactants are: [CH2:1]([NH:9][C:10]1[CH:20]=[CH:19][C:13]([C:14]([O:16][CH2:17][CH3:18])=[O:15])=[CH:12][C:11]=1[N+:21]([O-])=O)[CH2:2][CH2:3][CH2:4][CH2:5][CH2:6][CH2:7][CH3:8].[H][H]. (2) Given the product [CH3:32][O:31][C:29]1[C:28]([S:33][CH2:2][CH2:3][C:4]2[CH:9]=[CH:8][C:7]([C:10]3[CH:15]=[CH:14][C:13]([C:16]([F:19])([F:18])[F:17])=[CH:12][CH:11]=3)=[CH:6][CH:5]=2)=[CH:27][C:26]([CH3:34])=[C:25]([CH:30]=1)[O:24][CH2:23][C:22]([OH:35])=[O:21], predict the reactants needed to synthesize it. The reactants are: Br[CH2:2][CH2:3][C:4]1[CH:9]=[CH:8][C:7]([C:10]2[CH:15]=[CH:14][C:13]([C:16]([F:19])([F:18])[F:17])=[CH:12][CH:11]=2)=[CH:6][CH:5]=1.C[O:21][C:22](=[O:35])[CH2:23][O:24][C:25]1[CH:30]=[C:29]([O:31][CH3:32])[C:28]([SH:33])=[CH:27][C:26]=1[CH3:34]. (3) The reactants are: [CH:1]1([C:4]2[C:5]([N:24]([C:29]3[CH:34]=[CH:33][C:32]([N+:35]([O-])=O)=[C:31]([S:38]([CH3:41])(=[O:40])=[O:39])[CH:30]=3)[S:25]([CH3:28])(=[O:27])=[O:26])=[CH:6][C:7]3[O:11][C:10]([C:12]4[CH:17]=[CH:16][C:15]([F:18])=[CH:14][CH:13]=4)=[C:9]([C:19]([NH:21][CH3:22])=[O:20])[C:8]=3[CH:23]=2)[CH2:3][CH2:2]1.[Sn](Cl)Cl. Given the product [NH2:35][C:32]1[CH:33]=[CH:34][C:29]([N:24]([C:5]2[C:4]([CH:1]3[CH2:3][CH2:2]3)=[CH:23][C:8]3[C:9]([C:19]([NH:21][CH3:22])=[O:20])=[C:10]([C:12]4[CH:13]=[CH:14][C:15]([F:18])=[CH:16][CH:17]=4)[O:11][C:7]=3[CH:6]=2)[S:25]([CH3:28])(=[O:26])=[O:27])=[CH:30][C:31]=1[S:38]([CH3:41])(=[O:40])=[O:39], predict the reactants needed to synthesize it. (4) Given the product [Cl:35][C:36]1[C:37]([OH:45])=[C:38]([CH:42]=[CH:43][CH:44]=1)[C:39]([NH:3][CH2:4][CH2:5][CH2:6][CH2:7][CH2:8][CH2:9][CH2:10][CH2:11][CH2:12][N:13]1[CH2:18][CH2:17][CH:16]([O:19][C:20](=[O:34])[NH:21][C:22]2[CH:27]=[CH:26][CH:25]=[CH:24][C:23]=2[C:28]2[CH:33]=[CH:32][CH:31]=[CH:30][CH:29]=2)[CH2:15][CH2:14]1)=[O:40], predict the reactants needed to synthesize it. The reactants are: Cl.Cl.[NH2:3][CH2:4][CH2:5][CH2:6][CH2:7][CH2:8][CH2:9][CH2:10][CH2:11][CH2:12][N:13]1[CH2:18][CH2:17][CH:16]([O:19][C:20](=[O:34])[NH:21][C:22]2[CH:27]=[CH:26][CH:25]=[CH:24][C:23]=2[C:28]2[CH:33]=[CH:32][CH:31]=[CH:30][CH:29]=2)[CH2:15][CH2:14]1.[Cl:35][C:36]1[C:37]([OH:45])=[C:38]([CH:42]=[CH:43][CH:44]=1)[C:39](O)=[O:40]. (5) Given the product [C:19]([O:24][C:3]1([CH2:1][CH3:2])[CH:10]2[CH2:9][CH:8]3[CH2:7][CH:6]([CH2:5][CH:4]1[CH2:12]3)[CH2:11]2)(=[O:23])[C:20]([CH3:22])=[CH2:21].[C:19]([O:24][C:25]12[CH2:32][CH:31]3[CH2:30][CH:29]([CH2:28][C:27]([OH:35])([CH2:33]3)[CH2:26]1)[CH2:34]2)(=[O:23])[C:20]([CH3:22])=[CH2:21].[C:36]([O:41][CH:42]1[CH2:47][CH2:46][O:45][C:43]1=[O:44])(=[O:40])[C:37]([CH3:39])=[CH2:38], predict the reactants needed to synthesize it. The reactants are: [CH2:1]([C:3]1(C=C(C)C([O-])=O)[CH:10]2[CH2:11][CH:6]3[CH2:7][CH:8]([CH2:12][CH:4]1[CH2:5]3)[CH2:9]2)[CH3:2].[C:19]([O:24][C:25]12[CH2:34][CH:29]3[CH2:30][CH:31]([CH2:33][C:27]([OH:35])([CH2:28]3)[CH2:26]1)[CH2:32]2)(=[O:23])[C:20]([CH3:22])=[CH2:21].[C:36]([O:41][CH:42]1[CH2:47][CH2:46][O:45][C:43]1=[O:44])(=[O:40])[C:37]([CH3:39])=[CH2:38].N(C(C)(C)C#N)=NC(C)(C)C#N. (6) Given the product [CH:1]1([NH:4][C:5](=[O:6])[C:7]2[CH:8]=[CH:9][C:10]([CH3:27])=[C:11]([C:13]3[CH:14]=[C:15]4[C:19](=[CH:20][CH:21]=3)[N:18]([CH2:22][C:23]([NH:34][CH2:33][C:32]3[CH:35]=[CH:36][C:29]([CH3:28])=[CH:30][CH:31]=3)=[O:25])[N:17]=[CH:16]4)[CH:12]=2)[CH2:2][CH2:3]1, predict the reactants needed to synthesize it. The reactants are: [CH:1]1([NH:4][C:5]([C:7]2[CH:8]=[CH:9][C:10]([CH3:27])=[C:11]([C:13]3[CH:14]=[C:15]4[C:19](=[CH:20][CH:21]=3)[N:18]([CH2:22][C:23]([O:25]C)=O)[N:17]=[CH:16]4)[CH:12]=2)=[O:6])[CH2:3][CH2:2]1.[CH3:28][C:29]1[CH:36]=[CH:35][C:32]([CH2:33][NH2:34])=[CH:31][CH:30]=1. (7) Given the product [Cl:1][C:2]1[CH:3]=[C:4]([N:16]2[CH2:21][CH2:20][O:19][CH2:18][CH2:17]2)[CH:5]=[CH:6][C:7]=1[CH2:8][N:9]1[CH2:14][CH2:13][N:12]([C:33]([O:32][N:29]2[C:30](=[O:31])[CH2:25][CH2:26][C:27]2=[O:28])=[O:34])[C@@H:11]([CH3:15])[CH2:10]1, predict the reactants needed to synthesize it. The reactants are: [Cl:1][C:2]1[CH:3]=[C:4]([N:16]2[CH2:21][CH2:20][O:19][CH2:18][CH2:17]2)[CH:5]=[CH:6][C:7]=1[CH2:8][N:9]1[CH2:14][CH2:13][NH:12][C@@H:11]([CH3:15])[CH2:10]1.CC#N.[CH2:25]1[C:30](=[O:31])[N:29]([O:32][C:33](ON2C(=O)CCC2=O)=[O:34])[C:27](=[O:28])[CH2:26]1.C(N(CC)CC)C. (8) Given the product [Cl:1][C:2]1[CH:3]=[CH:4][C:5]([N:8]2[CH2:13][CH2:12][N:11]([C:15]([NH:14][C:17]3[CH:26]=[CH:25][CH:24]=[C:23]4[C:18]=3[CH:19]=[CH:20][N:21]=[CH:22]4)=[O:16])[CH2:10][CH2:9]2)=[CH:6][CH:7]=1, predict the reactants needed to synthesize it. The reactants are: [Cl:1][C:2]1[CH:7]=[CH:6][C:5]([N:8]2[CH2:13][CH2:12][NH:11][CH2:10][CH2:9]2)=[CH:4][CH:3]=1.[N:14]([C:17]1[CH:26]=[CH:25][CH:24]=[C:23]2[C:18]=1[CH:19]=[CH:20][N:21]=[CH:22]2)=[C:15]=[O:16].